From a dataset of Forward reaction prediction with 1.9M reactions from USPTO patents (1976-2016). Predict the product of the given reaction. (1) The product is: [F:31][C:28]1[CH:27]=[CH:26][C:25]([CH2:24][N:14]2[C:13](=[O:32])[C:12]([C:7]3[N:8]=[S:9]([CH3:11])(=[O:10])[C:4]4[CH:3]=[C:2]([NH:1][S:42]([CH3:41])(=[O:44])=[O:43])[CH:34]=[CH:33][C:5]=4[N:6]=3)=[C:21]([OH:22])[CH:20]3[CH:15]2[CH:16]2[CH2:23][CH:19]3[CH2:18][CH2:17]2)=[CH:30][CH:29]=1. Given the reactants [NH2:1][C:2]1[CH:34]=[CH:33][C:5]2[N:6]=[C:7]([C:12]3[C:13](=[O:32])[N:14]([CH2:24][C:25]4[CH:30]=[CH:29][C:28]([F:31])=[CH:27][CH:26]=4)[CH:15]4[CH:20]([C:21]=3[OH:22])[CH:19]3[CH2:23][CH:16]4[CH2:17][CH2:18]3)[N:8]=[S:9]([CH3:11])(=[O:10])[C:4]=2[CH:3]=1.N1C=CC=CC=1.[CH3:41][S:42](Cl)(=[O:44])=[O:43], predict the reaction product. (2) Given the reactants Cl.[F:2][C:3]1[CH:8]=[CH:7][C:6]([F:9])=[CH:5][C:4]=1[C@H:10]1[CH2:14][C:13]([F:16])([F:15])[CH2:12][NH:11]1.Br[C:18]1[CH:23]=[CH:22][N:21]2[N:24]=[CH:25][C:26]([C:27]([O:29][CH2:30][CH3:31])=[O:28])=[C:20]2[CH:19]=1, predict the reaction product. The product is: [F:2][C:3]1[CH:8]=[CH:7][C:6]([F:9])=[CH:5][C:4]=1[CH:10]1[CH2:14][C:13]([F:15])([F:16])[CH2:12][N:11]1[C:18]1[CH:23]=[CH:22][N:21]2[N:24]=[CH:25][C:26]([C:27]([O:29][CH2:30][CH3:31])=[O:28])=[C:20]2[CH:19]=1. (3) The product is: [C:1]([O:5][C:6]([N:8]1[CH2:12][CH2:11][CH2:10][CH:9]1[C:13]1[NH:14][C:15]([C:18]2[CH:23]=[CH:22][C:21]([Cl:24])=[CH:20][C:19]=2[C:25]#[N:29])=[CH:16][N:17]=1)=[O:7])([CH3:4])([CH3:3])[CH3:2]. Given the reactants [C:1]([O:5][C:6]([N:8]1[CH2:12][CH2:11][CH2:10][CH:9]1[C:13]1[NH:14][C:15]([C:18]2[CH:23]=[CH:22][C:21]([Cl:24])=[CH:20][C:19]=2[CH:25]=O)=[CH:16][N:17]=1)=[O:7])([CH3:4])([CH3:3])[CH3:2].NO.[NH:29]1C=CN=C1.CN(C=O)C, predict the reaction product. (4) The product is: [CH3:1][O:2][C:3]([C:5]1[C:6]([NH2:16])=[C:7]([Cl:15])[CH:8]2[S:12][C:11]([S:13][CH3:19])=[N:10][CH:9]2[CH:14]=1)=[O:4]. Given the reactants [CH3:1][O:2][C:3]([C:5]1[C:6]([NH2:16])=[C:7]([Cl:15])[CH:8]2[S:12][C:11]([SH:13])=[N:10][CH:9]2[CH:14]=1)=[O:4].CI.[CH3:19]CN(CC)CC, predict the reaction product. (5) Given the reactants [N:1]1[CH:6]=[CH:5][C:4]([CH:7](S(C2C=CC(C)=CC=2)(=O)=O)[NH:8][C:9](=[O:16])[C:10]2[CH:15]=[CH:14][CH:13]=[CH:12][CH:11]=2)=[CH:3][CH:2]=1, predict the reaction product. The product is: [O:16]=[C:9]([C:10]1[CH:15]=[CH:14][CH:13]=[CH:12][CH:11]=1)[CH:7]([NH:8][C:9](=[O:16])[C:10]1[CH:11]=[CH:12][CH:13]=[CH:14][CH:15]=1)[C:4]1[CH:3]=[CH:2][N:1]=[CH:6][CH:5]=1. (6) Given the reactants [CH:1]1([CH2:4][CH2:5][OH:6])[CH2:3][CH2:2]1.ClCCl.[CH3:10][S:11](Cl)(=[O:13])=[O:12].C(N(CC)CC)C, predict the reaction product. The product is: [CH3:10][S:11]([O:6][CH2:5][CH2:4][CH:1]1[CH2:3][CH2:2]1)(=[O:13])=[O:12].